This data is from Acute oral toxicity (LD50) regression data from Zhu et al.. The task is: Regression/Classification. Given a drug SMILES string, predict its toxicity properties. Task type varies by dataset: regression for continuous values (e.g., LD50, hERG inhibition percentage) or binary classification for toxic/non-toxic outcomes (e.g., AMES mutagenicity, cardiotoxicity, hepatotoxicity). Dataset: ld50_zhu. (1) The drug is CCCN=C(NCCC)C(OCC)c1ccc(Cl)cc1. The rat oral LD50 is 3.80, given as -log10 of the dose in mol/kg body weight (higher means more acutely toxic). (2) The drug is CCCCOCN(C(=O)CCl)c1c(CC)cccc1CC. The rat oral LD50 is 2.25, given as -log10 of the dose in mol/kg body weight (higher means more acutely toxic). (3) The drug is COC(=O)C1=C(C)NC(C)=C(C(=O)OC)C1c1ccccc1OC(F)F. The rat oral LD50 is 1.76, given as -log10 of the dose in mol/kg body weight (higher means more acutely toxic). (4) The drug is NC(=O)NO. The rat oral LD50 is 1.12, given as -log10 of the dose in mol/kg body weight (higher means more acutely toxic). (5) The molecule is CCN(CC)S(=O)(=O)CCNC(=O)N(CCCl)N=O. The rat oral LD50 is 3.72, given as -log10 of the dose in mol/kg body weight (higher means more acutely toxic).